This data is from Reaction yield outcomes from USPTO patents with 853,638 reactions. The task is: Predict the reaction yield, written as a fraction of the theoretical maximum amount of product (1.0 means a 100% yield; for example, 0.34 means a 34% yield). (1) The yield is 0.914. The reactants are [CH3:1][C:2]1([CH3:22])[C:6]([CH3:8])([CH3:7])[O:5][B:4]([C:9]2[CH2:14][CH2:13][N:12](C(OC(C)(C)C)=O)[CH2:11][CH:10]=2)[O:3]1. The product is [CH3:7][C:6]1([CH3:8])[C:2]([CH3:1])([CH3:22])[O:3][B:4]([C:9]2[CH2:14][CH2:13][NH:12][CH2:11][CH:10]=2)[O:5]1. The catalyst is Cl.CO. (2) The reactants are [F:1][C:2]1[CH:7]=[CH:6][CH:5]=[CH:4][C:3]=1[C:8]1[CH2:17][C:16](=[O:18])[C:15]2[C:10](=[CH:11][CH:12]=[C:13]3[O:21]C[O:19][C:14]3=2)[N:9]=1. The catalyst is CO.[Pd]. The product is [F:1][C:2]1[CH:7]=[CH:6][CH:5]=[CH:4][C:3]=1[C:8]1[CH2:17][C:16](=[O:18])[C:15]2[C:10](=[CH:11][CH:12]=[C:13]([OH:21])[C:14]=2[OH:19])[N:9]=1. The yield is 0.137. (3) The reactants are [NH2:1][C:2]1[C:7]([F:8])=[CH:6][C:5]([CH2:9][C:10]([O:12]CC)=[O:11])=[C:4]([F:15])[CH:3]=1.C(N(CC)CC)C.[CH3:23][C:24]1[CH:29]=[CH:28][CH:27]=[CH:26][C:25]=1[N:30]=[C:31]=[O:32]. The catalyst is CN(C=O)C. The product is [CH3:23][C:24]1[CH:29]=[CH:28][CH:27]=[CH:26][C:25]=1[NH:30][C:31](=[O:32])[NH:1][C:2]1[C:7]([F:8])=[CH:6][C:5]([CH2:9][C:10]([OH:12])=[O:11])=[C:4]([F:15])[CH:3]=1. The yield is 0.460. (4) The reactants are [CH3:1][C:2]1[CH:3]=[CH:4][C:5]2[O:9][CH:8]=[N:7][C:6]=2[CH:10]=1.[Br:11]N1C(=O)CCC1=O.N(C(C)(C)C#N)=NC(C)(C)C#N. The catalyst is C(Cl)(Cl)(Cl)Cl. The product is [Br:11][CH2:1][C:2]1[CH:3]=[CH:4][C:5]2[O:9][CH:8]=[N:7][C:6]=2[CH:10]=1. The yield is 0.390.